Dataset: Reaction yield outcomes from USPTO patents with 853,638 reactions. Task: Predict the reaction yield, written as a fraction of the theoretical maximum amount of product (1.0 means a 100% yield; for example, 0.34 means a 34% yield). (1) The reactants are C(O[CH:5]([C:28]1[CH:29]=[CH:30][C:31]2[N:35]=[C:34]3[S:36][CH:37]=[CH:38][N:33]3[C:32]=2[CH:39]=1)[C:6]1(Br)[C:12](=[O:13])[N:11]2[C@@H:7]1[S:8][CH:9]=[C:10]2[C:14]([O:16]CC1C=CC([N+]([O-])=O)=CC=1)=[O:15])(=O)C.[H][H]. The catalyst is C1COCC1.P([O-])([O-])([O-])=O. The product is [O:13]=[C:12]1[N:11]2[C@H:7]([S:8][CH:9]=[C:10]2[C:14]([OH:16])=[O:15])/[C:6]/1=[CH:5]\[C:28]1[CH:29]=[CH:30][C:31]2[N:35]=[C:34]3[S:36][CH:37]=[CH:38][N:33]3[C:32]=2[CH:39]=1. The yield is 0.0800. (2) The reactants are [CH3:1][Si:2]([CH3:26])([CH3:25])[CH2:3][CH2:4][O:5][CH2:6][N:7]1[CH:11]=[N:10][C:9]([C:12]2[S:16][C:15]([C:17]3[CH:22]=[CH:21][N:20]=[CH:19][CH:18]=3)=[N:14][C:13]=2[CH:23]=C)=[N:8]1.[O:27]1CCOCC1.N1C(C)=CC=CC=1C.I([O-])(=O)(=O)=O.[Na+]. The catalyst is [Os](=O)(=O)(=O)=O.O. The product is [N:20]1[CH:21]=[CH:22][C:17]([C:15]2[S:16][C:12]([C:9]3[N:10]=[CH:11][N:7]([CH2:6][O:5][CH2:4][CH2:3][Si:2]([CH3:26])([CH3:25])[CH3:1])[N:8]=3)=[C:13]([CH:23]=[O:27])[N:14]=2)=[CH:18][CH:19]=1. The yield is 0.990. (3) The reactants are [C:1]1([C:9]2[CH:14]=[CH:13][CH:12]=[CH:11][CH:10]=2)[C:2](C=O)=[CH:3][CH:4]=[CH:5][CH:6]=1.[H][H].C[CH:18]([OH:20])C. No catalyst specified. The product is [C:9]1([CH2:18][OH:20])([CH:1]2[CH2:6][CH2:5][CH2:4][CH2:3][CH2:2]2)[CH2:10][CH2:11][CH2:12][CH2:13][CH2:14]1. The yield is 0.800. (4) The reactants are [Br:1]Br.[Cl:3][C:4]1[CH:9]=[CH:8][CH:7]=[CH:6][C:5]=1[C:10]1[CH:15]=[CH:14][C:13]([N+:16]([O-:18])=[O:17])=[C:12]([NH:19][CH3:20])[C:11]=1[C:21]#[N:22]. The catalyst is C(O)(=O)C. The product is [Br:1][C:15]1[CH:14]=[C:13]([N+:16]([O-:18])=[O:17])[C:12]([NH:19][CH3:20])=[C:11]([C:21]#[N:22])[C:10]=1[C:5]1[CH:6]=[CH:7][CH:8]=[CH:9][C:4]=1[Cl:3]. The yield is 0.940.